From a dataset of Peptide-MHC class I binding affinity with 185,985 pairs from IEDB/IMGT. Regression. Given a peptide amino acid sequence and an MHC pseudo amino acid sequence, predict their binding affinity value. This is MHC class I binding data. (1) The peptide sequence is CFMYSDFHF. The MHC is HLA-A23:01 with pseudo-sequence HLA-A23:01. The binding affinity (normalized) is 1.00. (2) The peptide sequence is VPTNDHIPVV. The MHC is HLA-B53:01 with pseudo-sequence HLA-B53:01. The binding affinity (normalized) is 0.132. (3) The peptide sequence is LTILNWIVI. The MHC is H-2-Kb with pseudo-sequence H-2-Kb. The binding affinity (normalized) is 0.593. (4) The peptide sequence is DEMVCKWLL. The MHC is HLA-A68:02 with pseudo-sequence HLA-A68:02. The binding affinity (normalized) is 0.0847.